Regression. Given a peptide amino acid sequence and an MHC pseudo amino acid sequence, predict their binding affinity value. This is MHC class I binding data. From a dataset of Peptide-MHC class I binding affinity with 185,985 pairs from IEDB/IMGT. The peptide sequence is VSFNRVVIF. The MHC is HLA-A32:01 with pseudo-sequence HLA-A32:01. The binding affinity (normalized) is 0.415.